Dataset: Forward reaction prediction with 1.9M reactions from USPTO patents (1976-2016). Task: Predict the product of the given reaction. (1) The product is: [Cl:1][C:2]1[N:11]=[C:10]([NH:30][CH2:29][CH:28]([CH:31]2[CH2:36][CH2:35][CH2:34][CH2:33][CH2:32]2)[C:22]2[CH:23]=[CH:24][CH:25]=[CH:26][CH:27]=2)[C:9]2[C:4](=[CH:5][CH:6]=[CH:7][CH:8]=2)[N:3]=1. Given the reactants [Cl:1][C:2]1[N:11]=[C:10](Cl)[C:9]2[C:4](=[CH:5][CH:6]=[CH:7][CH:8]=2)[N:3]=1.C(N(CC)C(C)C)(C)C.[CH:22]1([CH:28]([C:31]2[CH:36]=[CH:35][CH:34]=[CH:33][CH:32]=2)[CH2:29][NH2:30])[CH2:27][CH2:26][CH2:25][CH2:24][CH2:23]1, predict the reaction product. (2) The product is: [Cl:20][C:21]1[CH:22]=[C:23]([C:2]2[CH:3]=[C:4]3[C@@:11]4([C:16]([F:18])([F:17])[CH2:15][O:14][C:13]([NH2:19])=[N:12]4)[CH2:10][CH2:9][O:8][C:5]3=[CH:6][CH:7]=2)[CH:24]=[C:25]([Cl:27])[CH:26]=1. Given the reactants Br[C:2]1[CH:3]=[C:4]2[C@@:11]3([C:16]([F:18])([F:17])[CH2:15][O:14][C:13]([NH2:19])=[N:12]3)[CH2:10][CH2:9][O:8][C:5]2=[CH:6][CH:7]=1.[Cl:20][C:21]1[CH:22]=[C:23](B(O)O)[CH:24]=[C:25]([Cl:27])[CH:26]=1, predict the reaction product. (3) The product is: [CH2:1]([C@@H:8]([C:9]([N:21]([CH3:20])[C:22]1[S:23][CH:24]=[C:25]([C:27]2[CH:32]=[CH:31][CH:30]=[CH:29][C:28]=2[C:33]2[CH:38]=[N:37][C:36]([N:39]3[CH2:43][CH2:42][CH2:41][C:40]3=[O:44])=[CH:35][CH:34]=2)[N:26]=1)=[O:11])[CH2:12][C:13]([OH:15])=[O:14])[C:2]1[CH:3]=[CH:4][CH:5]=[CH:6][CH:7]=1. Given the reactants [CH2:1]([C@H:8]([CH2:12][C:13]([O:15]C(C)(C)C)=[O:14])[C:9]([OH:11])=O)[C:2]1[CH:7]=[CH:6][CH:5]=[CH:4][CH:3]=1.[CH3:20][NH:21][C:22]1[S:23][CH:24]=[C:25]([C:27]2[CH:32]=[CH:31][CH:30]=[CH:29][C:28]=2[C:33]2[CH:34]=[CH:35][C:36]([N:39]3[CH2:43][CH2:42][CH2:41][C:40]3=[O:44])=[N:37][CH:38]=2)[N:26]=1.BrC1C=CC(N2CCCC2=O)=NC=1, predict the reaction product. (4) Given the reactants [NH2:1][C:2]1[CH:7]=[CH:6][C:5]([N:8]2[CH:12]=[C:11]([CH2:13][NH:14][C:15]([C:17]3[S:18][C:19]([Cl:22])=[CH:20][CH:21]=3)=[O:16])[N:10]=[CH:9]2)=[CH:4][CH:3]=1.Cl[C:24](OC(Cl)(Cl)Cl)=[O:25], predict the reaction product. The product is: [N:1]([C:2]1[CH:7]=[CH:6][C:5]([N:8]2[CH:12]=[C:11]([CH2:13][NH:14][C:15]([C:17]3[S:18][C:19]([Cl:22])=[CH:20][CH:21]=3)=[O:16])[N:10]=[CH:9]2)=[CH:4][CH:3]=1)=[C:24]=[O:25]. (5) Given the reactants [CH2:1](Br)[C:2]1[CH:7]=[CH:6][CH:5]=[CH:4][CH:3]=1.C(=O)([O-])[O-].[K+].[K+].[F:15][C:16]1[C:21]([F:22])=[CH:20][C:19]([OH:23])=[C:18]([N+:24]([O-])=O)[CH:17]=1.[Cl-].[NH4+], predict the reaction product. The product is: [CH2:1]([O:23][C:19]1[CH:20]=[C:21]([F:22])[C:16]([F:15])=[CH:17][C:18]=1[NH2:24])[C:2]1[CH:7]=[CH:6][CH:5]=[CH:4][CH:3]=1. (6) Given the reactants [CH3:1][N:2]1[C:10]2[C:5](=[CH:6][CH:7]=[CH:8][CH:9]=2)[C:4]([C:11]([N:13]2[CH2:18][CH2:17][N:16]([C:19]3[CH:24]=[CH:23][C:22]([O:25][CH2:26][CH2:27][CH2:28][N:29]4[CH2:34][CH2:33][CH2:32][CH2:31][CH2:30]4)=[CH:21][CH:20]=3)[CH2:15][CH2:14]2)=[O:12])=[C:3]1[CH2:35][C:36]([O:38]CC)=[O:37].[OH-].[Na+], predict the reaction product. The product is: [CH3:1][N:2]1[C:10]2[C:5](=[CH:6][CH:7]=[CH:8][CH:9]=2)[C:4]([C:11]([N:13]2[CH2:18][CH2:17][N:16]([C:19]3[CH:20]=[CH:21][C:22]([O:25][CH2:26][CH2:27][CH2:28][N:29]4[CH2:34][CH2:33][CH2:32][CH2:31][CH2:30]4)=[CH:23][CH:24]=3)[CH2:15][CH2:14]2)=[O:12])=[C:3]1[CH2:35][C:36]([OH:38])=[O:37].